Dataset: Catalyst prediction with 721,799 reactions and 888 catalyst types from USPTO. Task: Predict which catalyst facilitates the given reaction. (1) Reactant: C[O:2][C:3]([C@@:5]12[C:11]([CH3:13])([CH3:12])[C@@H:8]([CH2:9][CH2:10]1)[CH:7]=[C:6]2[C:14]1[C:19]([O:20][CH3:21])=[CH:18][C:17]([C:22]([CH3:30])([CH2:24][CH2:25][CH2:26][CH2:27][CH2:28][CH3:29])[CH3:23])=[CH:16][C:15]=1[O:31][CH3:32])=O.[H-].[H-].[H-].[H-].[Li+].[Al+3].[O-]S([O-])(=O)=O.[Mg+2]. Product: [CH3:32][O:31][C:15]1[CH:16]=[C:17]([C:22]([CH3:30])([CH2:24][CH2:25][CH2:26][CH2:27][CH2:28][CH3:29])[CH3:23])[CH:18]=[C:19]([O:20][CH3:21])[C:14]=1[C:6]1[C@:5]2([CH2:3][OH:2])[C:11]([CH3:13])([CH3:12])[C@H:8]([CH:7]=1)[CH2:9][CH2:10]2. The catalyst class is: 1. (2) Reactant: [CH:1]1([NH2:7])[CH2:6][CH2:5][CH2:4][CH2:3][CH2:2]1.C(N(C(C)C)CC)(C)C.[CH:17]1([NH:20][C:21]([C:23]2[CH:24]=[C:25]([F:47])[C:26]([CH3:46])=[C:27]([C:29]3[CH:34]=[CH:33][C:32]([C:35](O)=[O:36])=[CH:31][C:30]=3[C:38]([NH:40][C:41]3[S:42][CH:43]=[CH:44][N:45]=3)=[O:39])[CH:28]=2)=[O:22])[CH2:19][CH2:18]1.F[P-](F)(F)(F)(F)F.ClC1C=CC2N=NN(OC(N(C)C)=[N+](C)C)C=2C=1. Product: [CH:1]1([NH:7][C:35]([C:32]2[CH:31]=[C:30]([C:38]([NH:40][C:41]3[S:42][CH:43]=[CH:44][N:45]=3)=[O:39])[C:29]([C:27]3[C:26]([CH3:46])=[C:25]([F:47])[CH:24]=[C:23]([C:21]([NH:20][CH:17]4[CH2:19][CH2:18]4)=[O:22])[CH:28]=3)=[CH:34][CH:33]=2)=[O:36])[CH2:6][CH2:5][CH2:4][CH2:3][CH2:2]1. The catalyst class is: 4. (3) Reactant: [C:1]([O:5][C:6]([N:8]1[CH2:12][C@H:11]([F:13])[CH2:10][C@H:9]1[C:14]([OH:16])=O)=[O:7])([CH3:4])([CH3:3])[CH3:2].CN(C(ON1N=NC2C=CC=NC1=2)=[N+](C)C)C.F[P-](F)(F)(F)(F)F.CCN(C(C)C)C(C)C.Cl.[F:51][CH:52]([F:69])[O:53][C:54]1[CH:59]=[CH:58][C:57]([C:60]2[C:65]([F:66])=[CH:64][N:63]=[C:62]([CH2:67][NH2:68])[CH:61]=2)=[CH:56][CH:55]=1. Product: [F:69][CH:52]([F:51])[O:53][C:54]1[CH:55]=[CH:56][C:57]([C:60]2[C:65]([F:66])=[CH:64][N:63]=[C:62]([CH2:67][NH:68][C:14]([C@@H:9]3[CH2:10][C@@H:11]([F:13])[CH2:12][N:8]3[C:6]([O:5][C:1]([CH3:2])([CH3:3])[CH3:4])=[O:7])=[O:16])[CH:61]=2)=[CH:58][CH:59]=1. The catalyst class is: 35. (4) Reactant: [N:1]1([C:6]2[N:11]=[C:10]([NH:12][C:13]([C:15]3[C:19]4[N:20]=[C:21](Cl)[N:22]=[CH:23][C:18]=4[S:17][CH:16]=3)=[O:14])[CH:9]=[CH:8][CH:7]=2)[CH:5]=[CH:4][NH:3][NH:2]1.[NH2:25][C@@H:26]1[CH2:31][CH2:30][O:29][CH2:28][C@@H:27]1[NH:32][C:33](=[O:39])[O:34][C:35]([CH3:38])([CH3:37])[CH3:36].CCN(C(C)C)C(C)C. Product: [N:1]1([C:6]2[N:11]=[C:10]([NH:12][C:13]([C:15]3[C:19]4[N:20]=[C:21]([NH:25][C@@H:26]5[CH2:31][CH2:30][O:29][CH2:28][C@@H:27]5[NH:32][C:33](=[O:39])[O:34][C:35]([CH3:37])([CH3:36])[CH3:38])[N:22]=[CH:23][C:18]=4[S:17][CH:16]=3)=[O:14])[CH:9]=[CH:8][CH:7]=2)[CH:5]=[CH:4][NH:3][NH:2]1. The catalyst class is: 225. (5) Reactant: [F:1][C:2]1[CH:11]=[C:10]([F:12])[CH:9]=[C:8]2[C:3]=1[C:4]([NH:20][C:21]1[C:26](I)=[CH:25][N:24]=[C:23]([N:28]3[CH2:33][CH2:32][O:31][CH2:30][CH2:29]3)[CH:22]=1)=[C:5]([CH3:19])[C:6]([C:13]1[CH:18]=[CH:17][CH:16]=[CH:15][N:14]=1)=[N:7]2.[OH:34][C:35]1[CH:40]=[CH:39][C:38](B(O)O)=[CH:37][CH:36]=1.C1(P(C2CCCCC2)C2CCCCC2)CCCCC1.[O-]P([O-])([O-])=O.[K+].[K+].[K+]. Product: [F:1][C:2]1[CH:11]=[C:10]([F:12])[CH:9]=[C:8]2[C:3]=1[C:4]([NH:20][C:21]1[CH:22]=[C:23]([N:28]3[CH2:33][CH2:32][O:31][CH2:30][CH2:29]3)[N:24]=[CH:25][C:26]=1[C:38]1[CH:39]=[CH:40][C:35]([OH:34])=[CH:36][CH:37]=1)=[C:5]([CH3:19])[C:6]([C:13]1[CH:18]=[CH:17][CH:16]=[CH:15][N:14]=1)=[N:7]2. The catalyst class is: 552. (6) Reactant: [C:1](=O)([O-])[O-].[Cs+].[Cs+].[C:7](#N)[CH3:8].[OH:10][C:11]1[CH:12]=[CH:13][C:14]2[C:15](=[O:38])[C@H:16]3[C:33]4[C:28](=[CH:29][C:30]([O:36][CH3:37])=[C:31]([O:34][CH3:35])[CH:32]=4)[O:27][CH2:26][C@H:17]3[O:18][C:19]=2[C:20]=1[CH2:21][CH:22]=[C:23]([CH3:25])[CH3:24]. Product: [CH2:1]([O:10][C:11]1[CH:12]=[CH:13][C:14]2[C:15](=[O:38])[CH:16]3[C:33]4[C:28](=[CH:29][C:30]([O:36][CH3:37])=[C:31]([O:34][CH3:35])[CH:32]=4)[O:27][CH2:26][CH:17]3[O:18][C:19]=2[C:20]=1[CH2:21][CH:22]=[C:23]([CH3:25])[CH3:24])[CH:7]=[CH2:8]. The catalyst class is: 6. (7) Reactant: [CH2:1]([O:8][C:9](=[O:27])[NH:10][S:11](=[O:26])(=[O:25])[NH:12][C@@H:13]1[CH2:18][C@@H:17]([C:19](=[O:23])[N:20]([CH3:22])[CH3:21])[CH2:16][CH2:15][C@H:14]1[OH:24])[C:2]1[CH:7]=[CH:6][CH:5]=[CH:4][CH:3]=1.C(Cl)Cl.[CH3:31][S:32](Cl)(=[O:34])=[O:33]. Product: [CH3:31][S:32]([O:24][C@@H:14]1[CH2:15][CH2:16][C@H:17]([C:19](=[O:23])[N:20]([CH3:22])[CH3:21])[CH2:18][C@H:13]1[NH:12][S:11](=[O:26])(=[O:25])[NH:10][C:9]([O:8][CH2:1][C:2]1[CH:3]=[CH:4][CH:5]=[CH:6][CH:7]=1)=[O:27])(=[O:34])=[O:33]. The catalyst class is: 66. (8) Reactant: [Br:1][C:2]1[CH:7]=[CH:6][C:5]([N+:8]([O-:10])=[O:9])=[C:4](F)[CH:3]=1.Cl.[CH3:13][NH2:14]. Product: [Br:1][C:2]1[CH:7]=[CH:6][C:5]([N+:8]([O-:10])=[O:9])=[C:4]([CH:3]=1)[NH:14][CH3:13]. The catalyst class is: 16. (9) Reactant: S(Cl)([Cl:3])=O.[CH2:5]([Cl:7])Cl.[CH3:8][C:9]1[N:10]=[C:11]2[CH:16]=[CH:15][CH:14]=[C:13](CO)[N:12]2[CH:19]=1. The catalyst class is: 11. Product: [ClH:3].[CH3:8][C:9]1[N:10]=[C:11]2[CH:16]=[CH:15][CH:14]=[C:13]([CH2:5][Cl:7])[N:12]2[CH:19]=1. (10) Reactant: C(=O)([O-])[O-].[K+].[K+].CN[C@@H]1CCCC[C@H]1NC.[NH:17]1[CH2:21][CH2:20][CH2:19][C:18]1=[O:22].Br[C:24]1[CH:29]=[CH:28][CH:27]=[CH:26][C:25]=1[CH2:30][N:31]1[C@H:36]([CH:37]([CH2:40][CH3:41])[CH2:38][CH3:39])[C:35](=[O:42])[NH:34][C@H:33]([CH:43]2[CH2:51][C:50]3[C:45](=[CH:46][CH:47]=[CH:48][CH:49]=3)[CH2:44]2)[C:32]1=[O:52]. Product: [CH2:44]1[C:45]2[C:50](=[CH:49][CH:48]=[CH:47][CH:46]=2)[CH2:51][CH:43]1[C@H:33]1[NH:34][C:35](=[O:42])[C@@H:36]([CH:37]([CH2:40][CH3:41])[CH2:38][CH3:39])[N:31]([CH2:30][C:25]2[CH:24]=[CH:29][CH:28]=[CH:27][C:26]=2[N:17]2[CH2:21][CH2:20][CH2:19][C:18]2=[O:22])[C:32]1=[O:52]. The catalyst class is: 269.